From a dataset of Reaction yield outcomes from USPTO patents with 853,638 reactions. Predict the reaction yield, written as a fraction of the theoretical maximum amount of product (1.0 means a 100% yield; for example, 0.34 means a 34% yield). The reactants are Br[C:2]1[C:10]2[C:5](=[C:6]([O:18][C:19]3[CH:24]=[CH:23][C:22]([S:25]([CH3:28])(=[O:27])=[O:26])=[CH:21][CH:20]=3)[CH:7]=[C:8]([C:11]3[C:16]([Cl:17])=[CH:15][CH:14]=[CH:13][N:12]=3)[CH:9]=2)[N:4]([CH3:29])[N:3]=1.[NH2:30][C:31]1[CH:35]=[CH:34][N:33]([CH3:36])[N:32]=1.C1(P(C2C=CC=CC=2)C2C3OC4C(=CC=CC=4P(C4C=CC=CC=4)C4C=CC=CC=4)C(C)(C)C=3C=CC=2)C=CC=CC=1.C(=O)([O-])[O-].[Cs+].[Cs+]. The catalyst is O1CCOCC1.C1C=CC(/C=C/C(/C=C/C2C=CC=CC=2)=O)=CC=1.C1C=CC(/C=C/C(/C=C/C2C=CC=CC=2)=O)=CC=1.C1C=CC(/C=C/C(/C=C/C2C=CC=CC=2)=O)=CC=1.[Pd].[Pd]. The product is [Cl:17][C:16]1[C:11]([C:8]2[CH:9]=[C:10]3[C:5](=[C:6]([O:18][C:19]4[CH:24]=[CH:23][C:22]([S:25]([CH3:28])(=[O:27])=[O:26])=[CH:21][CH:20]=4)[CH:7]=2)[N:4]([CH3:29])[N:3]=[C:2]3[NH:30][C:31]2[CH:35]=[CH:34][N:33]([CH3:36])[N:32]=2)=[N:12][CH:13]=[CH:14][CH:15]=1. The yield is 0.220.